From a dataset of Reaction yield outcomes from USPTO patents with 853,638 reactions. Predict the reaction yield, written as a fraction of the theoretical maximum amount of product (1.0 means a 100% yield; for example, 0.34 means a 34% yield). (1) The reactants are [OH:1][C:2]1[CH:3]=[C:4]([CH2:8][C:9]([OH:11])=[O:10])[CH:5]=[CH:6][CH:7]=1.S(=O)(=O)(O)O.[CH3:17]O. No catalyst specified. The product is [OH:1][C:2]1[CH:3]=[C:4]([CH2:8][C:9]([O:11][CH3:17])=[O:10])[CH:5]=[CH:6][CH:7]=1. The yield is 1.00. (2) The reactants are N([C:7]([O:9][CH2:10][C:11]1[CH:16]=[CH:15][CH:14]=[CH:13][CH:12]=1)=O)[C@@H](C(O)=O)C.C([O-])([O-])=[O:18].[K+].[K+].C(C(N)CBr)([O:25][C:26](C)([CH3:28])[CH3:27])=O.[CH3:34][N:35](C=O)C. The catalyst is O. The product is [C:34]([C:15]1[CH:16]=[C:11]([CH:12]=[CH:13][C:14]=1[O:25][CH:26]([CH3:28])[CH3:27])[C:10]([O:9][CH3:7])=[O:18])#[N:35]. The yield is 0.550. (3) The catalyst is CN(C)C1C=CN=CC=1.ClCCl. The reactants are [Cl:1][C:2]1[C:11]2[N:10]([CH3:12])[O:9][C@H:8]3[NH:13][C@H:14]([C:16]([O:18][C@@H:19]4[C@:28]5([OH:29])[C@H:23]([C@H:24]([C:31]([CH3:33])=[CH2:32])[CH2:25][CH2:26][C@H:27]5[CH3:30])[CH:22]=[C:21]([CH3:34])[C@H:20]4[OH:35])=[O:17])[CH2:15][C@@:7]3([OH:36])[C:6]=2[CH:5]=[CH:4][CH:3]=1.[C:37](O[C:37](=[O:41])[CH:38]([CH3:40])[CH3:39])(=[O:41])[CH:38]([CH3:40])[CH3:39]. The yield is 0.370. The product is [Cl:1][C:2]1[C:11]2[N:10]([CH3:12])[O:9][C@H:8]3[NH:13][C@H:14]([C:16]([O:18][C@@H:19]4[C@:28]5([OH:29])[C@H:23]([C@H:24]([C:31]([CH3:33])=[CH2:32])[CH2:25][CH2:26][C@H:27]5[CH3:30])[CH:22]=[C:21]([CH3:34])[C@H:20]4[O:35][C:37](=[O:41])[CH:38]([CH3:40])[CH3:39])=[O:17])[CH2:15][C@@:7]3([OH:36])[C:6]=2[CH:5]=[CH:4][CH:3]=1. (4) The reactants are Br[CH2:2][C:3]([C:5]1[C:13]2[C:8](=[N:9][CH:10]=[CH:11][CH:12]=2)[NH:7][CH:6]=1)=O.[CH:14]1([NH:17][C:18]([NH2:20])=[S:19])[CH2:16][CH2:15]1. The catalyst is C(O)C. The product is [CH:14]1([NH:17][C:18]2[S:19][CH:2]=[C:3]([C:5]3[C:13]4[C:8](=[N:9][CH:10]=[CH:11][CH:12]=4)[NH:7][CH:6]=3)[N:20]=2)[CH2:16][CH2:15]1. The yield is 0.920. (5) The reactants are [F:1][C:2]([F:10])([F:9])[CH2:3][CH2:4][CH2:5][C:6]([OH:8])=O.CCN=C=NCCCN(C)C.C1C=CC2N(O)N=NC=2C=1.CCN(C(C)C)C(C)C.Cl.[S:42]1[CH:46]=[CH:45][N:44]=[C:43]1[C:47]1[N:51]=[C:50]([CH:52]2[CH2:57][CH2:56][NH:55][CH2:54][CH2:53]2)[O:49][N:48]=1. The catalyst is CN(C=O)C. The product is [F:9][C:2]([F:1])([F:10])[CH2:3][CH2:4][CH2:5][C:6]([N:55]1[CH2:54][CH2:53][CH:52]([C:50]2[O:49][N:48]=[C:47]([C:43]3[S:42][CH:46]=[CH:45][N:44]=3)[N:51]=2)[CH2:57][CH2:56]1)=[O:8]. The yield is 0.620. (6) The reactants are [Cl-].[Cl-].[Cl-].[Al+3].[Cl:5][C:6]1[CH:15]=[N:14][C:13]2[C:8](=[CH:9][CH:10]=[C:11]([O:16]C)[CH:12]=2)[N:7]=1.C1(C)C=CC=CC=1.CCCCCC.C(OCC)(=O)C. The catalyst is O. The product is [Cl:5][C:6]1[CH:15]=[N:14][C:13]2[C:8](=[CH:9][CH:10]=[C:11]([OH:16])[CH:12]=2)[N:7]=1. The yield is 0.790. (7) The reactants are [Cl-].O[NH3+:3].[C:4](=[O:7])([O-])[OH:5].[Na+].CS(C)=O.[CH2:13]([C:15]1[N:16]([C:40]2[CH:45]=[CH:44][C:43]([O:46][CH:47]([CH3:49])[CH3:48])=[CH:42][CH:41]=2)[C:17](=[O:39])[C:18]([CH2:24][C:25]2[CH:30]=[CH:29][C:28]([C:31]3[C:32]([C:37]#[N:38])=[CH:33][CH:34]=[CH:35][CH:36]=3)=[CH:27][CH:26]=2)=[C:19]([CH2:21][CH2:22][CH3:23])[N:20]=1)[CH3:14]. The catalyst is O. The product is [CH2:13]([C:15]1[N:16]([C:40]2[CH:45]=[CH:44][C:43]([O:46][CH:47]([CH3:49])[CH3:48])=[CH:42][CH:41]=2)[C:17](=[O:39])[C:18]([CH2:24][C:25]2[CH:30]=[CH:29][C:28]([C:31]3[CH:36]=[CH:35][CH:34]=[CH:33][C:32]=3[C:37]3[NH:3][C:4](=[O:7])[O:5][N:38]=3)=[CH:27][CH:26]=2)=[C:19]([CH2:21][CH2:22][CH3:23])[N:20]=1)[CH3:14]. The yield is 0.630.